This data is from Forward reaction prediction with 1.9M reactions from USPTO patents (1976-2016). The task is: Predict the product of the given reaction. (1) Given the reactants C(OC(=O)[NH:7][CH:8]1[CH2:11][C:10]2([CH2:14][C:13]([OH:16])([CH3:15])[CH2:12]2)[CH2:9]1)(C)(C)C.C(O)(C(F)(F)F)=O, predict the reaction product. The product is: [NH2:7][CH:8]1[CH2:11][C:10]2([CH2:14][C:13]([CH3:15])([OH:16])[CH2:12]2)[CH2:9]1. (2) Given the reactants [BH4-].[Na+].C(O)(C(F)(F)F)=O.[C:10]([O:14][C:15]([N:17]1[CH2:22][CH2:21][N:20]([CH:23]([C:26]2[CH:31]=[CH:30][CH:29]=[CH:28][C:27]=2[Cl:32])[C:24]#[N:25])[CH2:19][CH2:18]1)=[O:16])([CH3:13])([CH3:12])[CH3:11], predict the reaction product. The product is: [C:10]([O:14][C:15]([N:17]1[CH2:22][CH2:21][N:20]([CH:23]([C:26]2[CH:31]=[CH:30][CH:29]=[CH:28][C:27]=2[Cl:32])[CH2:24][NH2:25])[CH2:19][CH2:18]1)=[O:16])([CH3:13])([CH3:11])[CH3:12]. (3) Given the reactants [Cl:1][C:2]1[CH:3]=[CH:4][C:5]([C:36]#[N:37])=[C:6]([C:8]2[C:13]([O:14][CH3:15])=[CH:12][N:11]([CH:16]([CH2:31][CH:32]([F:34])[CH3:33])[C:17]([NH:19][C:20]3[CH:30]=[CH:29][C:23]([C:24]([O:26]CC)=[O:25])=[CH:22][CH:21]=3)=[O:18])[C:10](=[O:35])[CH:9]=2)[CH:7]=1.[OH-].[Li+], predict the reaction product. The product is: [Cl:1][C:2]1[CH:3]=[CH:4][C:5]([C:36]#[N:37])=[C:6]([C:8]2[C:13]([O:14][CH3:15])=[CH:12][N:11]([CH:16]([CH2:31][CH:32]([F:34])[CH3:33])[C:17]([NH:19][C:20]3[CH:30]=[CH:29][C:23]([C:24]([OH:26])=[O:25])=[CH:22][CH:21]=3)=[O:18])[C:10](=[O:35])[CH:9]=2)[CH:7]=1. (4) Given the reactants Cl[C:2]1[NH:3][C:4](=[O:12])[C:5]2[C:10]([CH:11]=1)=[CH:9][CH:8]=[CH:7][CH:6]=2.[CH3:13][N:14]1[CH2:19][CH2:18][N:17]([CH2:20][CH2:21][CH2:22][CH2:23][N:24]2[CH2:29][CH2:28][NH:27][CH2:26][CH2:25]2)[CH2:16][CH2:15]1, predict the reaction product. The product is: [CH3:13][N:14]1[CH2:19][CH2:18][N:17]([CH2:20][CH2:21][CH2:22][CH2:23][N:24]2[CH2:25][CH2:26][N:27]([C:2]3[NH:3][C:4](=[O:12])[C:5]4[C:10]([CH:11]=3)=[CH:9][CH:8]=[CH:7][CH:6]=4)[CH2:28][CH2:29]2)[CH2:16][CH2:15]1.